This data is from Catalyst prediction with 721,799 reactions and 888 catalyst types from USPTO. The task is: Predict which catalyst facilitates the given reaction. (1) Reactant: [CH3:1][O:2][C:3]([C:5]1[CH:14]=[C:13]([O:15][CH2:16][C:17]([OH:19])=O)[C:12]2[C:7](=[CH:8][C:9]([Cl:21])=[CH:10][C:11]=2[Cl:20])[CH:6]=1)=[O:4].[CH2:22]([O:24][C:25](=[O:34])[CH2:26][C:27]1[CH:32]=[CH:31][C:30]([NH2:33])=[CH:29][N:28]=1)[CH3:23].C(N(C(C)C)CC)(C)C.CCN=C=NCCCN(C)C.C1C=CC2N(O)N=NC=2C=1. Product: [CH3:1][O:2][C:3]([C:5]1[CH:14]=[C:13]([O:15][CH2:16][C:17](=[O:19])[NH:33][C:30]2[CH:29]=[N:28][C:27]([CH2:26][C:25]([O:24][CH2:22][CH3:23])=[O:34])=[CH:32][CH:31]=2)[C:12]2[C:7](=[CH:8][C:9]([Cl:21])=[CH:10][C:11]=2[Cl:20])[CH:6]=1)=[O:4]. The catalyst class is: 3. (2) Reactant: [N+:1]([C:4]1[C:5]([CH:14]=[O:15])=[CH:6][CH:7]=[C:8]2[C:13]=1[N:12]=[CH:11][CH:10]=[CH:9]2)([O-:3])=[O:2].[CH3:16][O:17][C:18]1[CH:23]=[C:22]([O:24][CH3:25])[CH:21]=[CH:20][C:19]=1[Mg]Br. Product: [CH3:16][O:17][C:18]1[CH:23]=[C:22]([O:24][CH3:25])[CH:21]=[CH:20][C:19]=1[CH:14]([C:5]1[C:4]([N+:1]([O-:3])=[O:2])=[C:13]2[C:8]([CH:9]=[CH:10][CH:11]=[N:12]2)=[CH:7][CH:6]=1)[OH:15]. The catalyst class is: 1. (3) Reactant: [CH2:1]([C@H:4]1[C@H:8]([CH2:9][O:10][Si](C(C)(C)C)(C)C)[CH2:7][N:6]([C@@H](C2C=CC=CC=2)C)[CH2:5]1)[CH:2]=[CH2:3].Cl[C:27]([O:29][CH2:30][C:31]1[CH:36]=[CH:35][CH:34]=[CH:33][CH:32]=1)=[O:28].Cl.C(O)C. Product: [CH2:1]([C@H:4]1[C@H:8]([CH2:9][OH:10])[CH2:7][N:6]([C:27]([O:29][CH2:30][C:31]2[CH:36]=[CH:35][CH:34]=[CH:33][CH:32]=2)=[O:28])[CH2:5]1)[CH:2]=[CH2:3]. The catalyst class is: 4. (4) Reactant: [Cl:1][C:2]1[CH:24]=[C:23]([NH:25][CH:26]([CH3:28])[CH3:27])[C:5]([C:6]([NH:8][NH:9][C:10](=[O:22])[CH:11]([NH:14][C:15](=[O:21])[O:16][C:17]([CH3:20])([CH3:19])[CH3:18])[CH2:12][OH:13])=[O:7])=[CH:4][N:3]=1.N1C=CN=C1.[C:34]([Si:38](Cl)([CH3:40])[CH3:39])([CH3:37])([CH3:36])[CH3:35]. Product: [Si:38]([O:13][CH2:12][CH:11]([NH:14][C:15](=[O:21])[O:16][C:17]([CH3:20])([CH3:18])[CH3:19])[C:10]([NH:9][NH:8][C:6](=[O:7])[C:5]1[C:23]([NH:25][CH:26]([CH3:28])[CH3:27])=[CH:24][C:2]([Cl:1])=[N:3][CH:4]=1)=[O:22])([C:34]([CH3:37])([CH3:36])[CH3:35])([CH3:40])[CH3:39]. The catalyst class is: 2. (5) Reactant: [Br:1][C:2]1[CH:11]=[C:10]2[C:5]([C:6](Cl)=[C:7]([N+:12]([O-:14])=[O:13])[CH:8]=[N:9]2)=[N:4][CH:3]=1.C(N(CC)CC)C.[NH2:23][CH2:24][CH2:25][CH2:26][OH:27].O. Product: [Br:1][C:2]1[CH:11]=[C:10]2[C:5]([C:6]([NH:23][CH2:24][CH2:25][CH2:26][OH:27])=[C:7]([N+:12]([O-:14])=[O:13])[CH:8]=[N:9]2)=[N:4][CH:3]=1. The catalyst class is: 4. (6) Reactant: Br[CH:2]1[CH2:6][CH:5]([O:7][CH3:8])[CH2:4][C:3]1=[O:9].Cl.[C:11]([C:14]1[C:15]([CH3:25])=[CH:16][C:17]([CH3:24])=[C:18]([CH:23]=1)[C:19]([O:21][CH3:22])=[O:20])(=[NH:13])[NH2:12].C(=O)([O-])[O-].[K+].[K+]. Product: [OH:9][C:3]12[CH2:4][CH:5]([O:7][CH3:8])[CH2:6][CH:2]1[NH:13][C:11]([C:14]1[C:15]([CH3:25])=[CH:16][C:17]([CH3:24])=[C:18]([CH:23]=1)[C:19]([O:21][CH3:22])=[O:20])=[N:12]2. The catalyst class is: 10. (7) Reactant: [Br:1][C:2]1[CH:3]=[C:4]2[CH:10]=[CH:9][NH:8][C:5]2=[N:6][CH:7]=1.[Cl:11][C:12]1[C:19]([F:20])=[CH:18][CH:17]=[C:16]([Cl:21])[C:13]=1[CH:14]=[O:15].[OH-].[K+].Cl. Product: [Br:1][C:2]1[CH:3]=[C:4]2[C:10]([CH:14]([C:13]3[C:16]([Cl:21])=[CH:17][CH:18]=[C:19]([F:20])[C:12]=3[Cl:11])[OH:15])=[CH:9][NH:8][C:5]2=[N:6][CH:7]=1. The catalyst class is: 24. (8) Reactant: [S:1]([OH:11])(=[O:10])([C:3]1[CH:8]=[CH:7][C:6](N)=[CH:5][CH:4]=1)=[O:2].N([O-])=O.[Na+]. Product: [C:3]1([S:1]([OH:11])(=[O:10])=[O:2])[CH:8]=[CH:7][CH:6]=[CH:5][CH:4]=1. The catalyst class is: 6. (9) Reactant: [Cl:1][C:2]1[S:3][C:4]([C:12]([NH:14]C(C)(C2C=CC=CC=2)C)=[O:13])=[C:5]([C:7]([O:9][CH2:10][CH3:11])=[O:8])[N:6]=1. Product: [NH2:14][C:12]([C:4]1[S:3][C:2]([Cl:1])=[N:6][C:5]=1[C:7]([O:9][CH2:10][CH3:11])=[O:8])=[O:13]. The catalyst class is: 67.